From a dataset of Catalyst prediction with 721,799 reactions and 888 catalyst types from USPTO. Predict which catalyst facilitates the given reaction. (1) Reactant: C1C2C(=CC=C(S(N(CC(O)=O)C3C=CC(C)=CC=3)(=O)=O)C=2)CCN1.C(NCC)C.[CH2:31]([N:33]([CH2:60][CH3:61])[C:34](=[O:59])[CH2:35][N:36]([S:44]([C:47]1[CH:56]=[C:55]2[C:50]([CH2:51][CH2:52][N:53](C=O)[CH2:54]2)=[CH:49][CH:48]=1)(=[O:46])=[O:45])[C:37]1[CH:42]=[CH:41][C:40]([CH3:43])=[CH:39][CH:38]=1)[CH3:32]. Product: [CH2:60]([N:33]([CH2:31][CH3:32])[C:34](=[O:59])[CH2:35][N:36]([S:44]([C:47]1[CH:56]=[C:55]2[C:50]([CH2:51][CH2:52][NH:53][CH2:54]2)=[CH:49][CH:48]=1)(=[O:46])=[O:45])[C:37]1[CH:42]=[CH:41][C:40]([CH3:43])=[CH:39][CH:38]=1)[CH3:61]. The catalyst class is: 106. (2) Reactant: [S:1]1[C:5]2[CH:6]=[CH:7][CH:8]=[C:9]([O:10][C:11]3[CH:16]=[CH:15][C:14]([NH:17][C:18]4[C:19]5[N:26]([CH2:27][CH2:28][OH:29])[CH:25]=[CH:24][C:20]=5[N:21]=[CH:22][N:23]=4)=[CH:13][C:12]=3[Cl:30])[C:4]=2[CH:3]=[N:2]1.[O:31]1[C:35](=[O:36])[CH2:34][CH2:33][C:32]1=[O:37].C(N(CC)CC)C.[Cl-].[NH4+]. Product: [S:1]1[C:5]2[CH:6]=[CH:7][CH:8]=[C:9]([O:10][C:11]3[CH:16]=[CH:15][C:14]([NH:17][C:18]4[C:19]5[N:26]([CH2:27][CH2:28][O:29][C:35](=[O:36])[CH2:34][CH2:33][C:32]([OH:37])=[O:31])[CH:25]=[CH:24][C:20]=5[N:21]=[CH:22][N:23]=4)=[CH:13][C:12]=3[Cl:30])[C:4]=2[CH:3]=[N:2]1. The catalyst class is: 60. (3) Product: [Cl:1][C:2]1[CH:3]=[C:4]([C:9]2[C:13]([CH2:14][OH:15])=[CH:12][O:11][N:10]=2)[CH:5]=[CH:6][C:7]=1[F:8]. Reactant: [Cl:1][C:2]1[CH:3]=[C:4]([C:9]2[C:13]([C:14](OCC)=[O:15])=[CH:12][O:11][N:10]=2)[CH:5]=[CH:6][C:7]=1[F:8].[H-].C([Al+]CC(C)C)C(C)C.Cl. The catalyst class is: 7. (4) Reactant: [C-:1]#[N:2].[K+].Cl[CH2:5][C:6]1[NH:10][N:9]=[C:8]([CH3:11])[CH:7]=1. Product: [CH3:11][C:8]1[CH:7]=[C:6]([CH2:5][C:1]#[N:2])[NH:10][N:9]=1. The catalyst class is: 578. (5) Reactant: C(P(=O)(OCC)[O:4]CC)#N.C(N(CC)CC)C.COC1C=C(CCN)C=CC=1OC.F[C:32]1[CH:37]=[CH:36][C:35]([C:38]2[CH:43]=[CH:42][C:41]([CH2:44][CH:45]3[C:54]4[C:49](=[CH:50][C:51]([O:57][CH3:58])=[C:52]([O:55][CH3:56])[CH:53]=4)[CH2:48][CH2:47][N:46]3C(C3C=CC=CC=3)=O)=[CH:40][CH:39]=2)=[C:34](OC)[CH:33]=1. Product: [C:38]1([C:35]2[CH:36]=[CH:37][CH:32]=[CH:33][CH:34]=2)[CH:43]=[CH:42][C:41]([CH2:44][C:45]([NH:46][CH2:47][CH2:48][C:49]2[CH:54]=[CH:53][C:52]([O:55][CH3:56])=[C:51]([O:57][CH3:58])[CH:50]=2)=[O:4])=[CH:40][CH:39]=1. The catalyst class is: 18.